Dataset: Forward reaction prediction with 1.9M reactions from USPTO patents (1976-2016). Task: Predict the product of the given reaction. (1) Given the reactants [NH2:1][C:2]1[C:11]2[N:10]=[C:9]([CH:12]([CH3:14])[CH3:13])[S:8][C:7]=2[C:6](=O)[C:5]2[CH:16]=[CH:17][CH:18]=[CH:19][C:4]=2[N:3]=1, predict the reaction product. The product is: [CH:12]([C:9]1[S:8][C:7]2[CH2:6][C:5]3[CH:16]=[CH:17][CH:18]=[CH:19][C:4]=3[N:3]=[C:2]([NH2:1])[C:11]=2[N:10]=1)([CH3:14])[CH3:13]. (2) The product is: [F:1][C:2]1[CH:7]=[CH:6][CH:5]=[CH:4][C:3]=1[N:8]1[C:12]([C:13]2[C:18](=[O:19])[CH:17]=[CH:16][N:15]([C:20]3[CH:21]=[C:22]([N:26]([CH3:30])[C:27](=[O:29])[CH3:28])[CH:23]=[CH:24][CH:25]=3)[N:14]=2)=[CH:11][CH:10]=[N:9]1. Given the reactants [F:1][C:2]1[CH:7]=[CH:6][CH:5]=[CH:4][C:3]=1[N:8]1[C:12]([C:13]2[C:18](=[O:19])[CH:17]=[CH:16][N:15]([C:20]3[CH:21]=[C:22]([NH:26][C:27](=[O:29])[CH3:28])[CH:23]=[CH:24][CH:25]=3)[N:14]=2)=[CH:11][CH:10]=[N:9]1.[CH3:30]I.[H-].[Na+], predict the reaction product.